From a dataset of NCI-60 drug combinations with 297,098 pairs across 59 cell lines. Regression. Given two drug SMILES strings and cell line genomic features, predict the synergy score measuring deviation from expected non-interaction effect. (1) Drug 1: CC1CCC2CC(C(=CC=CC=CC(CC(C(=O)C(C(C(=CC(C(=O)CC(OC(=O)C3CCCCN3C(=O)C(=O)C1(O2)O)C(C)CC4CCC(C(C4)OC)O)C)C)O)OC)C)C)C)OC. Drug 2: CC1=C2C(C(=O)C3(C(CC4C(C3C(C(C2(C)C)(CC1OC(=O)C(C(C5=CC=CC=C5)NC(=O)C6=CC=CC=C6)O)O)OC(=O)C7=CC=CC=C7)(CO4)OC(=O)C)O)C)OC(=O)C. Cell line: MOLT-4. Synergy scores: CSS=21.4, Synergy_ZIP=1.02, Synergy_Bliss=5.59, Synergy_Loewe=-12.1, Synergy_HSA=5.77. (2) Drug 1: CC1=CC2C(CCC3(C2CCC3(C(=O)C)OC(=O)C)C)C4(C1=CC(=O)CC4)C. Drug 2: N.N.Cl[Pt+2]Cl. Cell line: MALME-3M. Synergy scores: CSS=-6.54, Synergy_ZIP=9.56, Synergy_Bliss=3.30, Synergy_Loewe=-2.32, Synergy_HSA=-1.76. (3) Drug 1: C1=NC2=C(N1)C(=S)N=CN2. Drug 2: N.N.Cl[Pt+2]Cl. Cell line: MCF7. Synergy scores: CSS=26.6, Synergy_ZIP=-15.4, Synergy_Bliss=-11.1, Synergy_Loewe=-8.50, Synergy_HSA=-5.82. (4) Drug 1: CNC(=O)C1=CC=CC=C1SC2=CC3=C(C=C2)C(=NN3)C=CC4=CC=CC=N4. Drug 2: CCC1(C2=C(COC1=O)C(=O)N3CC4=CC5=C(C=CC(=C5CN(C)C)O)N=C4C3=C2)O.Cl. Cell line: HL-60(TB). Synergy scores: CSS=74.9, Synergy_ZIP=6.25, Synergy_Bliss=10.00, Synergy_Loewe=-9.25, Synergy_HSA=11.6. (5) Cell line: LOX IMVI. Drug 1: C1CC(=O)NC(=O)C1N2CC3=C(C2=O)C=CC=C3N. Synergy scores: CSS=12.1, Synergy_ZIP=-5.45, Synergy_Bliss=-2.10, Synergy_Loewe=0.185, Synergy_HSA=2.19. Drug 2: C1C(C(OC1N2C=NC(=NC2=O)N)CO)O. (6) Drug 1: C1CN1C2=NC(=NC(=N2)N3CC3)N4CC4. Drug 2: CN(C)C1=NC(=NC(=N1)N(C)C)N(C)C. Cell line: SW-620. Synergy scores: CSS=25.6, Synergy_ZIP=1.26, Synergy_Bliss=0.990, Synergy_Loewe=0.586, Synergy_HSA=0.686. (7) Drug 1: CC1=C(C=C(C=C1)C(=O)NC2=CC(=CC(=C2)C(F)(F)F)N3C=C(N=C3)C)NC4=NC=CC(=N4)C5=CN=CC=C5. Drug 2: CC(C)CN1C=NC2=C1C3=CC=CC=C3N=C2N. Cell line: HOP-92. Synergy scores: CSS=5.84, Synergy_ZIP=-0.931, Synergy_Bliss=0.161, Synergy_Loewe=-1.07, Synergy_HSA=-1.84. (8) Drug 1: CC1=CC=C(C=C1)C2=CC(=NN2C3=CC=C(C=C3)S(=O)(=O)N)C(F)(F)F. Drug 2: CC12CCC3C(C1CCC2O)C(CC4=C3C=CC(=C4)O)CCCCCCCCCS(=O)CCCC(C(F)(F)F)(F)F. Cell line: HCT-15. Synergy scores: CSS=7.52, Synergy_ZIP=-2.59, Synergy_Bliss=-6.43, Synergy_Loewe=2.60, Synergy_HSA=-5.13. (9) Drug 1: C1=CC(=CC=C1C#N)C(C2=CC=C(C=C2)C#N)N3C=NC=N3. Drug 2: CCN(CC)CCCC(C)NC1=C2C=C(C=CC2=NC3=C1C=CC(=C3)Cl)OC. Cell line: CAKI-1. Synergy scores: CSS=2.86, Synergy_ZIP=-1.43, Synergy_Bliss=1.67, Synergy_Loewe=-3.57, Synergy_HSA=-1.29.